The task is: Predict the reactants needed to synthesize the given product.. This data is from Full USPTO retrosynthesis dataset with 1.9M reactions from patents (1976-2016). (1) Given the product [O:22]1[CH2:27][CH2:26][CH2:25][CH2:24][CH:23]1[O:28][CH2:29][CH2:30][N:31]1[CH:35]=[C:34]([C:2]2[CH:3]=[CH:4][C:5]3[N:6]([C:8]([CH2:11][C:12]4[CH:13]=[C:14]5[C:19](=[CH:20][CH:21]=4)[N:18]=[CH:17][CH:16]=[CH:15]5)=[CH:9][N:10]=3)[N:7]=2)[CH:33]=[N:32]1, predict the reactants needed to synthesize it. The reactants are: Cl[C:2]1[CH:3]=[CH:4][C:5]2[N:6]([C:8]([CH2:11][C:12]3[CH:13]=[C:14]4[C:19](=[CH:20][CH:21]=3)[N:18]=[CH:17][CH:16]=[CH:15]4)=[CH:9][N:10]=2)[N:7]=1.[O:22]1[CH2:27][CH2:26][CH2:25][CH2:24][CH:23]1[O:28][CH2:29][CH2:30][N:31]1[CH:35]=[C:34](B2OC(C)(C)C(C)(C)O2)[CH:33]=[N:32]1.COCCOC.C([O-])([O-])=O.[K+].[K+]. (2) Given the product [CH3:8][C:7]1([CH3:19])[C:9]2[C:14](=[CH:13][C:12]([C:15]([F:18])([F:17])[F:16])=[CH:11][CH:10]=2)[C:4](=[O:3])[NH:5][CH2:6]1, predict the reactants needed to synthesize it. The reactants are: C([O:3][C:4](=O)[NH:5][CH2:6][C:7]([CH3:19])([C:9]1[CH:14]=[CH:13][C:12]([C:15]([F:18])([F:17])[F:16])=[CH:11][CH:10]=1)[CH3:8])C.O=P12OP3(OP(OP(O3)(O1)=O)(=O)O2)=O. (3) Given the product [Cl:18][C:17]1[C:16]2[C:11](=[CH:12][C:13]([O:21][CH2:22][CH2:23][CH2:24][N:25]3[CH2:30][CH2:29][CH2:28][CH2:27][CH2:26]3)=[C:14]([O:19][CH3:20])[CH:15]=2)[N:10]=[CH:9][C:8]=1[NH2:7], predict the reactants needed to synthesize it. The reactants are: C(OC(=O)[NH:7][C:8]1[CH:9]=[N:10][C:11]2[C:16]([C:17]=1[Cl:18])=[CH:15][C:14]([O:19][CH3:20])=[C:13]([O:21][CH2:22][CH2:23][CH2:24][N:25]1[CH2:30][CH2:29][CH2:28][CH2:27][CH2:26]1)[CH:12]=2)(C)(C)C.FC(F)(F)C(O)=O.[OH-].[NH4+]. (4) Given the product [C:59]([O:62][C:63](=[O:64])[N:28]([CH2:27][CH2:26][C:21]1[CH:22]=[CH:23][C:24]([Cl:25])=[C:19]([C:18]([CH3:30])([CH3:29])[O:17][SiH2:16][C:12]([CH3:15])([CH3:14])[CH3:13])[CH:20]=1)[CH3:1])([CH3:61])([CH3:60])[CH3:58], predict the reactants needed to synthesize it. The reactants are: [C:1]([O-])([O-])=O.[K+].[K+].ClC(OC)=O.[C:12]([SiH2:16][O:17][C:18]([CH3:30])([CH3:29])[C:19]1[CH:20]=[C:21]([CH2:26][CH2:27][NH2:28])[CH:22]=[CH:23][C:24]=1[Cl:25])([CH3:15])([CH3:14])[CH3:13].[H-].[H-].[H-].[H-].[Li+].[Al+3].C(C(C(C([O-])=O)O)O)([O-])=O.[Na+].[K+].CCN(C(C)C)C(C)C.[CH3:58][C:59]([O:62][C:63](O[C:63]([O:62][C:59]([CH3:61])([CH3:60])[CH3:58])=[O:64])=[O:64])([CH3:61])[CH3:60]. (5) The reactants are: IC.[F:3][C:4]1[C:12]([F:13])=[C:11](O)[CH:10]=[CH:9][C:5]=1[C:6]([OH:8])=[O:7].[C:15](=O)([O-])[O-].[Li+].[Li+].CN(C)[CH:23]=[O:24]. Given the product [F:3][C:4]1[C:12]([F:13])=[C:11]([O:24][CH3:23])[CH:10]=[CH:9][C:5]=1[C:6]([O:8][CH3:15])=[O:7], predict the reactants needed to synthesize it.